From a dataset of Full USPTO retrosynthesis dataset with 1.9M reactions from patents (1976-2016). Predict the reactants needed to synthesize the given product. The reactants are: C([Li])CCC.Br[C:7]1[CH:12]=[CH:11][C:10]([S:13]([NH:16][C@H:17]([CH3:21])[CH2:18][O:19][CH3:20])(=[O:15])=[O:14])=[CH:9][CH:8]=1.B(OC(C)C)(OC(C)C)OC(C)C.[ClH:35].C(=O)([O-])[O-].[Na+].[Na+].[NH2:42][C:43]1[C:44]([C:50]([NH:52][C:53]2[CH:54]=[N:55][CH:56]=[CH:57][CH:58]=2)=[O:51])=[N:45][C:46](Br)=[CH:47][N:48]=1. Given the product [ClH:35].[NH2:42][C:43]1[C:44]([C:50]([NH:52][C:53]2[CH:54]=[N:55][CH:56]=[CH:57][CH:58]=2)=[O:51])=[N:45][C:46]([C:7]2[CH:12]=[CH:11][C:10]([S:13]([NH:16][C@H:17]([CH3:21])[CH2:18][O:19][CH3:20])(=[O:15])=[O:14])=[CH:9][CH:8]=2)=[CH:47][N:48]=1, predict the reactants needed to synthesize it.